This data is from Full USPTO retrosynthesis dataset with 1.9M reactions from patents (1976-2016). The task is: Predict the reactants needed to synthesize the given product. (1) Given the product [CH3:7][C:8]([CH3:19])([CH2:14][C:15]#[C:16][CH2:17][CH3:18])[CH2:9][OH:10], predict the reactants needed to synthesize it. The reactants are: [H-].[H-].[H-].[H-].[Li+].[Al+3].[CH3:7][C:8]([CH3:19])([CH2:14][C:15]#[C:16][CH2:17][CH3:18])[C:9](OCC)=[O:10].[OH-].[Na+]. (2) The reactants are: [NH2:1][C:2]1[C:6]2[C:7](=[O:19])[N:8]([CH:12]([CH:16]([CH3:18])[CH3:17])[C:13]([NH2:15])=O)[CH:9]=[C:10]([Br:11])[C:5]=2[NH:4][N:3]=1.FC(F)(F)C(OC(=O)C(F)(F)F)=O.[OH-].[Na+].Cl. Given the product [NH2:1][C:2]1[C:6]2[C:7](=[O:19])[N:8]([CH:12]([CH:16]([CH3:17])[CH3:18])[C:13]#[N:15])[CH:9]=[C:10]([Br:11])[C:5]=2[NH:4][N:3]=1, predict the reactants needed to synthesize it. (3) Given the product [ClH:25].[F:1][C:2]1[C:10]2[NH:9][C:8](=[O:11])[N:7]([CH:12]3[CH2:17][CH2:16][NH:15][CH2:14][CH2:13]3)[C:6]=2[CH:5]=[CH:4][CH:3]=1, predict the reactants needed to synthesize it. The reactants are: [F:1][C:2]1[C:10]2[NH:9][C:8](=[O:11])[N:7]([CH:12]3[CH2:17][CH2:16][N:15](C(OC(C)(C)C)=O)[CH2:14][CH2:13]3)[C:6]=2[CH:5]=[CH:4][CH:3]=1.[ClH:25].O1CCOCC1. (4) Given the product [CH3:21][O:20][C:16]1[N:15]=[C:14]([N:11]2[CH2:12][CH2:13][NH:8][CH2:9][CH2:10]2)[CH:19]=[N:18][CH:17]=1, predict the reactants needed to synthesize it. The reactants are: C(OC([N:8]1[CH2:13][CH2:12][N:11]([C:14]2[CH:19]=[N:18][CH:17]=[C:16]([O:20][CH3:21])[N:15]=2)[CH2:10][CH2:9]1)=O)(C)(C)C.FC(F)(F)C(O)=O. (5) Given the product [CH3:34][C:2]1[N:7]=[CH:6][C:5]([S:8]([C:11]2[N:15]([C:16]3[CH:21]=[C:20]([CH3:22])[CH:19]=[CH:18][C:17]=3[F:23])[N:14]=[C:13]([CH2:24][N:25]([CH3:33])[C:26](=[O:32])[O:27][C:28]([CH3:29])([CH3:31])[CH3:30])[CH:12]=2)(=[O:9])=[O:10])=[CH:4][CH:3]=1, predict the reactants needed to synthesize it. The reactants are: Cl[C:2]1[N:7]=[CH:6][C:5]([S:8]([C:11]2[N:15]([C:16]3[CH:21]=[C:20]([CH3:22])[CH:19]=[CH:18][C:17]=3[F:23])[N:14]=[C:13]([CH2:24][N:25]([CH3:33])[C:26](=[O:32])[O:27][C:28]([CH3:31])([CH3:30])[CH3:29])[CH:12]=2)(=[O:10])=[O:9])=[CH:4][CH:3]=1.[C:34](=O)([O-])[O-].[K+].[K+].CB(O)O. (6) Given the product [Cl:1][C:2]1[CH:3]=[C:4]([CH2:8][O:9][C:10]2[CH:11]=[CH:12][C:13]([CH3:19])=[C:14]([CH:18]=2)[C:15]([Cl:23])=[O:16])[CH:5]=[CH:6][CH:7]=1, predict the reactants needed to synthesize it. The reactants are: [Cl:1][C:2]1[CH:3]=[C:4]([CH2:8][O:9][C:10]2[CH:11]=[CH:12][C:13]([CH3:19])=[C:14]([CH:18]=2)[C:15](O)=[O:16])[CH:5]=[CH:6][CH:7]=1.C(Cl)(=O)C([Cl:23])=O. (7) Given the product [NH2:23][C:20]1[N:21]=[CH:22][C:17]([C:3]2[CH:4]=[CH:5][C:6]([C:25]3[CH:30]=[CH:29][CH:28]=[CH:27][C:26]=3[S:31]([N:34]3[CH2:35][CH2:36][CH:37]([C:40]([NH2:42])=[O:41])[CH2:38][CH2:39]3)(=[O:32])=[O:33])=[CH:7][C:2]=2[F:1])=[CH:18][N:19]=1, predict the reactants needed to synthesize it. The reactants are: [F:1][C:2]1[CH:7]=[C:6](B2OC(C)(C)C(C)(C)O2)[CH:5]=[CH:4][C:3]=1[C:17]1[CH:18]=[N:19][C:20]([NH2:23])=[N:21][CH:22]=1.Br[C:25]1[CH:30]=[CH:29][CH:28]=[CH:27][C:26]=1[S:31]([N:34]1[CH2:39][CH2:38][CH:37]([C:40]([NH2:42])=[O:41])[CH2:36][CH2:35]1)(=[O:33])=[O:32].